From a dataset of CYP2C9 inhibition data for predicting drug metabolism from PubChem BioAssay. Regression/Classification. Given a drug SMILES string, predict its absorption, distribution, metabolism, or excretion properties. Task type varies by dataset: regression for continuous measurements (e.g., permeability, clearance, half-life) or binary classification for categorical outcomes (e.g., BBB penetration, CYP inhibition). Dataset: cyp2c9_veith. (1) The molecule is COc1ccc(C(=O)O/N=C/c2ccc(S(=O)c3ccc(Cl)cc3)nc2)cc1. The result is 0 (non-inhibitor). (2) The drug is COc1cccc(Nc2ncc3nc(-c4cc(F)cc(F)c4)c(=O)n(C4CC4)c3n2)c1. The result is 0 (non-inhibitor). (3) The molecule is COc1ccc(CCN(C)CCC(=O)Nc2c(C)cc(C)cc2C)cc1OC. The result is 0 (non-inhibitor). (4) The drug is CCN(CC)CCNC(=O)C(C)c1nn(C)c(=O)c2ccccc12. The result is 0 (non-inhibitor). (5) The drug is CC(C)Cn1c(-c2nn(C)cc2Cl)n[nH]c1=S. The result is 0 (non-inhibitor). (6) The compound is CC1(C)S[C@@H]2[C@H](NC(=O)[C@H](C(=O)[O-])c3ccsc3)C(=O)N2[C@H]1C(=O)[O-].[Na+].[Na+]. The result is 0 (non-inhibitor).